From a dataset of Reaction yield outcomes from USPTO patents with 853,638 reactions. Predict the reaction yield, written as a fraction of the theoretical maximum amount of product (1.0 means a 100% yield; for example, 0.34 means a 34% yield). (1) The reactants are [C:1]([NH:9][CH2:10][C:11]1[N:12]=[C:13]([N:16]2[CH2:19][CH:18]([OH:20])[CH2:17]2)[S:14][CH:15]=1)(=[O:8])[C:2]1[CH:7]=[CH:6][CH:5]=[CH:4][CH:3]=1.[CH3:21][S:22](Cl)(=[O:24])=[O:23].C(N(CC)CC)C.N1C=CC=CC=1. The catalyst is C(Cl)Cl. The product is [C:1]([NH:9][CH2:10][C:11]1[N:12]=[C:13]([N:16]2[CH2:17][CH:18]([O:20][S:22]([CH3:21])(=[O:24])=[O:23])[CH2:19]2)[S:14][CH:15]=1)(=[O:8])[C:2]1[CH:3]=[CH:4][CH:5]=[CH:6][CH:7]=1. The yield is 1.00. (2) The reactants are C([O:3][C:4]1[C:5](=O)[CH:6]([C:10](=O)[C:11]([O:13][CH2:14][CH3:15])=[O:12])[CH2:7][CH2:8][CH:9]=1)C.[CH3:18][NH:19][NH2:20]. The catalyst is C(O)(=O)C. The product is [CH3:18][N:19]1[C:5]2[C:4](=[O:3])[CH2:9][CH2:8][CH2:7][C:6]=2[C:10]([C:11]([O:13][CH2:14][CH3:15])=[O:12])=[N:20]1. The yield is 0.630.